From a dataset of Full USPTO retrosynthesis dataset with 1.9M reactions from patents (1976-2016). Predict the reactants needed to synthesize the given product. (1) Given the product [F:4][C:5]1[CH:10]=[CH:9][CH:8]=[CH:7][C:6]=1[C:11]1[CH:16]=[N:15][C:14]([N:17]2[C:25]3[C:20](=[CH:21][CH:22]=[C:23]([C:26]([N:28]4[CH2:33][CH2:32][O:31][CH2:30][CH2:29]4)=[O:27])[CH:24]=3)[C:19]([CH:34]([OH:35])[CH3:1])=[CH:18]2)=[N:13][CH:12]=1, predict the reactants needed to synthesize it. The reactants are: [CH3:1][Mg]I.[F:4][C:5]1[CH:10]=[CH:9][CH:8]=[CH:7][C:6]=1[C:11]1[CH:12]=[N:13][C:14]([N:17]2[C:25]3[C:20](=[CH:21][CH:22]=[C:23]([C:26]([N:28]4[CH2:33][CH2:32][O:31][CH2:30][CH2:29]4)=[O:27])[CH:24]=3)[C:19]([CH:34]=[O:35])=[CH:18]2)=[N:15][CH:16]=1. (2) Given the product [NH2:1][C:2]1[C:3]([C:16]2[CH:24]=[CH:23][C:19]([C:20]([NH:27][C@@H:28]([C:31]3[CH:36]=[C:35]([F:37])[CH:34]=[C:33]([Br:38])[CH:32]=3)[CH2:29][OH:30])=[O:21])=[C:18]([F:25])[CH:17]=2)=[N:4][C:5]([C@@H:8]2[CH2:13][CH2:12][C@@H:11]([OH:14])[C@H:10]([F:15])[CH2:9]2)=[CH:6][N:7]=1, predict the reactants needed to synthesize it. The reactants are: [NH2:1][C:2]1[C:3]([C:16]2[CH:24]=[CH:23][C:19]([C:20](O)=[O:21])=[C:18]([F:25])[CH:17]=2)=[N:4][C:5]([C@@H:8]2[CH2:13][CH2:12][C@@H:11]([OH:14])[C@H:10]([F:15])[CH2:9]2)=[CH:6][N:7]=1.Cl.[NH2:27][C@@H:28]([C:31]1[CH:36]=[C:35]([F:37])[CH:34]=[C:33]([Br:38])[CH:32]=1)[CH2:29][OH:30].C(Cl)CCl.CCN(C(C)C)C(C)C.C(O)(C(F)(F)F)=O. (3) Given the product [Cl:1][C:2]1[CH:3]=[CH:4][C:5]([NH:8][C:9]([C:11]2[CH:16]=[C:15]([Cl:17])[CH:14]=[CH:13][C:12]=2[NH:18][C:19]([C:21]2[CH:26]=[CH:25][C:24]([S:27]([CH3:30])(=[N:29][CH2:34][C:35](=[O:36])[NH2:37])=[O:28])=[CH:23][CH:22]=2)=[O:20])=[O:10])=[N:6][CH:7]=1, predict the reactants needed to synthesize it. The reactants are: [Cl:1][C:2]1[CH:3]=[CH:4][C:5]([NH:8][C:9]([C:11]2[CH:16]=[C:15]([Cl:17])[CH:14]=[CH:13][C:12]=2[NH:18][C:19]([C:21]2[CH:26]=[CH:25][C:24]([S:27]([CH3:30])(=[NH:29])=[O:28])=[CH:23][CH:22]=2)=[O:20])=[O:10])=[N:6][CH:7]=1.[H-].[Na+].I[CH2:34][C:35]([NH2:37])=[O:36]. (4) Given the product [C:12]([C:15]1[O:19][C:18]([C:20]2[CH:21]=[C:22]([S:26]([NH:29][C:1](=[O:10])[CH2:2][CH2:3][C:4]3[CH:9]=[CH:8][CH:7]=[CH:6][CH:5]=3)(=[O:27])=[O:28])[CH:23]=[CH:24][CH:25]=2)=[CH:17][CH:16]=1)(=[O:14])[CH3:13], predict the reactants needed to synthesize it. The reactants are: [C:1](Cl)(=[O:10])[CH2:2][CH2:3][C:4]1[CH:9]=[CH:8][CH:7]=[CH:6][CH:5]=1.[C:12]([C:15]1[O:19][C:18]([C:20]2[CH:21]=[C:22]([S:26]([NH2:29])(=[O:28])=[O:27])[CH:23]=[CH:24][CH:25]=2)=[CH:17][CH:16]=1)(=[O:14])[CH3:13].C(N(CC)CC)C. (5) The reactants are: C(OC(=O)[NH:7][CH2:8][CH:9]([CH2:25][C:26]1[CH:31]=[CH:30][C:29]([O:32][CH2:33][CH2:34][O:35][C:36]2[C:41]([Cl:42])=[CH:40][C:39]([CH3:43])=[CH:38][C:37]=2[Cl:44])=[CH:28][CH:27]=1)[C:10]([N:12]([CH:22]1[CH2:24][CH2:23]1)[CH2:13][C:14]1[CH:19]=[CH:18][CH:17]=[C:16]([CH3:20])[C:15]=1[CH3:21])=[O:11])(C)(C)C.Cl. Given the product [NH2:7][CH2:8][CH:9]([CH2:25][C:26]1[CH:31]=[CH:30][C:29]([O:32][CH2:33][CH2:34][O:35][C:36]2[C:37]([Cl:44])=[CH:38][C:39]([CH3:43])=[CH:40][C:41]=2[Cl:42])=[CH:28][CH:27]=1)[C:10]([N:12]([CH:22]1[CH2:23][CH2:24]1)[CH2:13][C:14]1[CH:19]=[CH:18][CH:17]=[C:16]([CH3:20])[C:15]=1[CH3:21])=[O:11], predict the reactants needed to synthesize it.